Dataset: Reaction yield outcomes from USPTO patents with 853,638 reactions. Task: Predict the reaction yield, written as a fraction of the theoretical maximum amount of product (1.0 means a 100% yield; for example, 0.34 means a 34% yield). (1) The catalyst is C(Cl)(Cl)Cl. The product is [Cl:30][C:13]1[C:12]([CH2:18][C:19]([O:21][CH2:22][CH3:23])=[O:20])=[CH:11][C:10]2[C:15](=[CH:16][C:7]([O:6][CH2:5][C:4]3[CH:24]=[CH:25][CH:26]=[C:2]([Cl:1])[CH:3]=3)=[CH:8][CH:9]=2)[N:14]=1. The yield is 0.843. The reactants are [Cl:1][C:2]1[CH:3]=[C:4]([CH:24]=[CH:25][CH:26]=1)[CH2:5][O:6][C:7]1[CH:16]=[C:15]2[C:10]([CH:11]=[C:12]([CH2:18][C:19]([O:21][CH2:22][CH3:23])=[O:20])[C:13](=O)[NH:14]2)=[CH:9][CH:8]=1.C(Cl)(=O)C([Cl:30])=O.CN(C=O)C. (2) The reactants are [F:1][C:2]([F:20])([F:19])[C:3]1[CH:4]=[C:5]([S:9]([CH:12]2[CH2:17][CH2:16][CH:15]([OH:18])[CH2:14][CH2:13]2)(=[O:11])=[O:10])[CH:6]=[CH:7][CH:8]=1.[CH3:21][S:22](Cl)(=[O:24])=[O:23]. The catalyst is C(Cl)Cl. The product is [CH3:21][S:22]([O:18][CH:15]1[CH2:14][CH2:13][CH:12]([S:9]([C:5]2[CH:6]=[CH:7][CH:8]=[C:3]([C:2]([F:1])([F:19])[F:20])[CH:4]=2)(=[O:11])=[O:10])[CH2:17][CH2:16]1)(=[O:24])=[O:23]. The yield is 0.940. (3) The reactants are Br[C:2]1[CH:3]=[C:4]([C:20]([O:22][CH3:23])=[O:21])[CH:5]=[C:6]2[C:11]=1[O:10][C:9]([N:12]1[CH2:17][CH2:16][O:15][C@H:14]([CH3:18])[CH2:13]1)=[CH:8][C:7]2=[O:19].C([Sn](CCCC)(CCCC)[C:29]([O:31]CC)=[CH2:30])CCC.Cl. The catalyst is O1CCOCC1.[Pd](Cl)Cl.C1(P(C2C=CC=CC=2)C2C=CC=CC=2)C=CC=CC=1.C1(P(C2C=CC=CC=2)C2C=CC=CC=2)C=CC=CC=1. The product is [C:29]([C:2]1[CH:3]=[C:4]([C:20]([O:22][CH3:23])=[O:21])[CH:5]=[C:6]2[C:11]=1[O:10][C:9]([N:12]1[CH2:17][CH2:16][O:15][C@H:14]([CH3:18])[CH2:13]1)=[CH:8][C:7]2=[O:19])(=[O:31])[CH3:30]. The yield is 0.880. (4) The reactants are F[C:2]1[CH:7]=[C:6]([F:8])[N:5]=[CH:4][N:3]=1.CCN(C(C)C)C(C)C.[CH3:18][O:19][CH2:20][CH2:21][NH2:22]. The catalyst is O1CCCC1. The product is [F:8][C:6]1[N:5]=[CH:4][N:3]=[C:2]([NH:22][CH2:21][CH2:20][O:19][CH3:18])[CH:7]=1. The yield is 0.450. (5) The reactants are [CH3:1]I.[SH:3][C:4]1[CH:5]=[C:6]([CH:10]=[CH:11][CH:12]=1)C(O)=O.[C:13](=[O:16])([O-])[O-].[K+].[K+].CN([CH:22]=[O:23])C. The catalyst is C(OCC)(=O)C. The product is [CH3:13][O:16][C:22](=[O:23])[C:6]1[CH:10]=[CH:11][CH:12]=[C:4]([S:3][CH3:1])[CH:5]=1. The yield is 0.960. (6) The reactants are [CH2:1]([C:4]1[S:28][C:7]2[N:8]=[C:9]([C:25](O)=[O:26])[N:10]=[C:11]([N:12]3[CH2:17][CH2:16][N:15]4[C:18]([C:21]([F:24])([F:23])[F:22])=[N:19][N:20]=[C:14]4[CH2:13]3)[C:6]=2[CH:5]=1)[CH2:2][CH3:3].[CH2:29]([O:31][C:32](=[O:35])[CH2:33][NH2:34])[CH3:30].Cl.CN(C(ON1N=NC2C=CC=NC1=2)=[N+](C)C)C.F[P-](F)(F)(F)(F)F.C(N(CC)CC)C. The catalyst is CN(C)C=O. The product is [CH2:29]([O:31][C:32](=[O:35])[CH2:33][NH:34][C:25]([C:9]1[N:10]=[C:11]([N:12]2[CH2:17][CH2:16][N:15]3[C:18]([C:21]([F:23])([F:24])[F:22])=[N:19][N:20]=[C:14]3[CH2:13]2)[C:6]2[CH:5]=[C:4]([CH2:1][CH2:2][CH3:3])[S:28][C:7]=2[N:8]=1)=[O:26])[CH3:30]. The yield is 0.500. (7) The reactants are [CH3:1][O:2][C:3](=[O:37])[C:4]([NH:26][C:27]([O:29][CH2:30][C:31]1[CH:36]=[CH:35][CH:34]=[CH:33][CH:32]=1)=[O:28])=[CH:5][C:6]1[CH:11]=[CH:10][C:9]([NH:12][C:13]([O:15][C:16]([CH3:19])([CH3:18])[CH3:17])=[O:14])=[C:8]([CH3:20])[C:7]=1[CH2:21][O:22][C:23](=[O:25])[CH3:24].C(OC(=O)[C@H](C(COC(=O)C)C1C=CC(NC(OC(C)(C)C)=O)=C(C)C=1)CC(OCC)=O)C. The catalyst is CO.C(OCC)(=O)C. The product is [CH3:1][O:2][C:3](=[O:37])[C@H:4]([NH:26][C:27]([O:29][CH2:30][C:31]1[CH:32]=[CH:33][CH:34]=[CH:35][CH:36]=1)=[O:28])[CH2:5][C:6]1[CH:11]=[CH:10][C:9]([NH:12][C:13]([O:15][C:16]([CH3:19])([CH3:17])[CH3:18])=[O:14])=[C:8]([CH3:20])[C:7]=1[CH2:21][O:22][C:23](=[O:25])[CH3:24]. The yield is 0.970. (8) The reactants are C(N(CC)CC)C.[Cl:8][C:9]1[CH:14]=[CH:13][C:12]([C:15](=O)[CH2:16][CH2:17][CH2:18][C:19]([OH:21])=[O:20])=[CH:11][CH:10]=1.Cl.[Cl:24][C:25]1[CH:30]=[CH:29][C:28]([NH:31]N)=[CH:27][CH:26]=1.CCOCC. The catalyst is C(O)C. The product is [Cl:24][C:25]1[CH:26]=[C:27]2[C:28](=[CH:29][CH:30]=1)[NH:31][C:15]([C:12]1[CH:13]=[CH:14][C:9]([Cl:8])=[CH:10][CH:11]=1)=[C:16]2[CH2:17][CH2:18][C:19]([OH:21])=[O:20]. The yield is 0.650. (9) The reactants are [OH:1][C:2]1[CH:7]=[CH:6][C:5]([C:8]2[CH:13]=[CH:12][CH:11]=[CH:10][CH:9]=2)=[CH:4][CH:3]=1.Br[CH2:15][CH2:16][CH2:17][CH2:18][CH2:19][CH2:20][OH:21].C(=O)([O-])[O-].[K+].[K+]. The catalyst is CC(C)=O. The product is [OH:21][CH2:20][CH2:19][CH2:18][CH2:17][CH2:16][CH2:15][O:1][C:2]1[CH:3]=[CH:4][C:5]([C:8]2[CH:13]=[CH:12][CH:11]=[CH:10][CH:9]=2)=[CH:6][CH:7]=1. The yield is 0.950. (10) The reactants are FC(F)(F)[C:3](=[O:16])[CH2:4][C:5]([C:8]1[CH:13]=[C:12]([F:14])[CH:11]=[CH:10][C:9]=1[CH3:15])([CH3:7])[CH3:6].[OH-:19].[Na+]. The catalyst is O.C(O)C. The product is [F:14][C:12]1[CH:11]=[CH:10][C:9]([CH3:15])=[C:8]([C:5]([CH3:6])([CH3:7])[CH2:4][C:3]([OH:16])=[O:19])[CH:13]=1. The yield is 1.00.